Dataset: Full USPTO retrosynthesis dataset with 1.9M reactions from patents (1976-2016). Task: Predict the reactants needed to synthesize the given product. (1) Given the product [C:1]([O:5][C:6](=[O:26])[C:7]([NH:18][C:19]([O:21][C:22]([CH3:25])([CH3:24])[CH3:23])=[O:20])([CH3:17])[CH2:8][OH:9])([CH3:4])([CH3:2])[CH3:3], predict the reactants needed to synthesize it. The reactants are: [C:1]([O:5][C:6](=[O:26])[C:7]([NH:18][C:19]([O:21][C:22]([CH3:25])([CH3:24])[CH3:23])=[O:20])([CH3:17])[CH2:8][O:9]CC1C=CC=CC=1)([CH3:4])([CH3:3])[CH3:2]. (2) Given the product [F:1][C:2]1[CH:3]=[CH:4][CH:5]=[C:6]2[C:11]=1[NH:10][C:9](=[O:12])[C:8]([CH:13]1[CH2:14][CH2:15][N:16]([C:19]([O:21][C@H:22]([CH2:26][C:27]3[CH:35]=[C:34]([CH3:36])[C:33]4[C:29](=[CH:30][N:31]([CH2:37][O:38][CH2:39][CH2:40][Si:41]([CH3:43])([CH3:42])[CH3:44])[N:32]=4)[CH:28]=3)[C:23](=[O:24])[N:63]3[CH2:64][CH2:65][CH:60]([N:54]4[CH2:59][CH2:58][CH2:57][CH2:56][CH2:55]4)[CH2:61][CH2:62]3)=[O:20])[CH2:17][CH2:18]1)=[CH:7]2, predict the reactants needed to synthesize it. The reactants are: [F:1][C:2]1[CH:3]=[CH:4][CH:5]=[C:6]2[C:11]=1[NH:10][C:9](=[O:12])[C:8]([CH:13]1[CH2:18][CH2:17][N:16]([C:19]([O:21][C@H:22]([CH2:26][C:27]3[CH:35]=[C:34]([CH3:36])[C:33]4[C:29](=[CH:30][N:31]([CH2:37][O:38][CH2:39][CH2:40][Si:41]([CH3:44])([CH3:43])[CH3:42])[N:32]=4)[CH:28]=3)[C:23](O)=[O:24])=[O:20])[CH2:15][CH2:14]1)=[CH:7]2.C(N(CC)C(C)C)(C)C.[N:54]1([CH:60]2[CH2:65][CH2:64][NH:63][CH2:62][CH2:61]2)[CH2:59][CH2:58][CH2:57][CH2:56][CH2:55]1. (3) The reactants are: N12CCN(CC1)CC2.[CH2:9]([O:11][C:12]([C:14]1[C:15](=[O:24])[NH:16][C:17]2[C:21]([C:22]=1Cl)=[CH:20][S:19][CH:18]=2)=[O:13])[CH3:10].[N:25]1([C:31]([C:33]2[S:34][CH:35]=[CH:36][CH:37]=2)=[O:32])[CH2:30][CH2:29][NH:28][CH2:27][CH2:26]1. Given the product [CH2:9]([O:11][C:12]([C:14]1[C:15](=[O:24])[NH:16][C:17]2[C:21]([C:22]=1[N:28]1[CH2:29][CH2:30][N:25]([C:31]([C:33]3[S:34][CH:35]=[CH:36][CH:37]=3)=[O:32])[CH2:26][CH2:27]1)=[CH:20][S:19][CH:18]=2)=[O:13])[CH3:10], predict the reactants needed to synthesize it.